Predict the product of the given reaction. From a dataset of Forward reaction prediction with 1.9M reactions from USPTO patents (1976-2016). (1) Given the reactants C1CCC(N=C=NC2CCCCC2)CC1.[C:16]([OH:20])(=O)[C:17]#[CH:18].[C:21]1([C:28]2[CH:33]=[CH:32][CH:31]=[CH:30][CH:29]=2)[CH:26]=[CH:25][C:24]([NH2:27])=[CH:23][CH:22]=1.ClCCl.CO, predict the reaction product. The product is: [C:21]1([C:28]2[CH:33]=[CH:32][CH:31]=[CH:30][CH:29]=2)[CH:22]=[CH:23][C:24]([NH:27][C:16](=[O:20])[C:17]#[CH:18])=[CH:25][CH:26]=1. (2) Given the reactants N[C:2](N)=[S:3].Cl[CH2:6][C:7]1[NH:11][N:10]=[C:9]([C:12]2[CH:17]=[CH:16][CH:15]=[CH:14][CH:13]=2)[CH:8]=1.[CH2:18](O)C, predict the reaction product. The product is: [C:12]1([C:9]2[CH:8]=[C:7]3[CH2:6][S:3][CH2:2][CH2:18][N:11]3[N:10]=2)[CH:17]=[CH:16][CH:15]=[CH:14][CH:13]=1. (3) Given the reactants Cl[C:2]1[N:3]=[C:4]([N:23]2[CH2:28][CH2:27][O:26][CH2:25][CH2:24]2)[C:5]2[N:10]=[C:9]([C:11]3[CH:12]=[C:13]([CH:20]=[CH:21][CH:22]=3)[CH2:14][NH:15][S:16]([CH3:19])(=[O:18])=[O:17])[S:8][C:6]=2[N:7]=1.CC1(C)C(C)(C)OB([C:37]2[CH:38]=[C:39]3[CH:45]=[CH:44][NH:43][C:40]3=[N:41][CH:42]=2)O1, predict the reaction product. The product is: [O:26]1[CH2:27][CH2:28][N:23]([C:4]2[C:5]3[N:10]=[C:9]([C:11]4[CH:12]=[C:13]([CH:20]=[CH:21][CH:22]=4)[CH2:14][NH:15][S:16]([CH3:19])(=[O:18])=[O:17])[S:8][C:6]=3[N:7]=[C:2]([C:37]3[CH:38]=[C:39]4[CH:45]=[CH:44][NH:43][C:40]4=[N:41][CH:42]=3)[N:3]=2)[CH2:24][CH2:25]1. (4) Given the reactants [Cl:1][C:2]1[C:3]([F:23])=[C:4]([CH:20]=[CH:21][CH:22]=1)[C:5]([N:7]1[CH2:12][CH2:11][N:10](C(OC(C)(C)C)=O)[CH2:9][CH2:8]1)=[O:6].Cl.O1CCOCC1, predict the reaction product. The product is: [ClH:1].[Cl:1][C:2]1[C:3]([F:23])=[C:4]([CH:20]=[CH:21][CH:22]=1)[C:5]([N:7]1[CH2:12][CH2:11][NH:10][CH2:9][CH2:8]1)=[O:6]. (5) The product is: [ClH:42].[CH2:40]([N:3]([CH2:1][CH3:2])[C:4]1[CH:5]=[CH:6][C:7]([C:8]([NH:10][C:11]2([C:17]([NH:19][CH:20]3[CH2:25][CH2:24][N:23]([C:26]4[CH:31]=[CH:30][C:29]([F:32])=[CH:28][C:27]=4[S:33]([CH3:36])(=[O:34])=[O:35])[CH2:22][C:21]3=[O:37])=[O:18])[CH2:16][CH2:15][CH2:14][CH2:13][CH2:12]2)=[O:9])=[CH:38][CH:39]=1)[CH3:41]. Given the reactants [CH2:1]([N:3]([CH2:40][CH3:41])[C:4]1[CH:39]=[CH:38][C:7]([C:8]([NH:10][C:11]2([C:17]([NH:19][CH:20]3[CH2:25][CH2:24][N:23]([C:26]4[CH:31]=[CH:30][C:29]([F:32])=[CH:28][C:27]=4[S:33]([CH3:36])(=[O:35])=[O:34])[CH2:22][C:21]3=[O:37])=[O:18])[CH2:16][CH2:15][CH2:14][CH2:13][CH2:12]2)=[O:9])=[CH:6][CH:5]=1)[CH3:2].[ClH:42].C(OCC)(=O)C, predict the reaction product.